This data is from Reaction yield outcomes from USPTO patents with 853,638 reactions. The task is: Predict the reaction yield, written as a fraction of the theoretical maximum amount of product (1.0 means a 100% yield; for example, 0.34 means a 34% yield). (1) The reactants are [F:1][C:2]1[CH:7]=[CH:6][CH:5]=[C:4]([F:8])[C:3]=1[NH:9][C:10](=[O:27])[NH:11][C:12]1[CH:17]=[CH:16][C:15]([C:18]2[CH:22]=[C:21]([C:23](O)=[O:24])[O:20][N:19]=2)=[CH:14][C:13]=1[CH3:26].CN1CCOCC1.C(OC(Cl)=O)C(C)C.Cl.[CH3:44][O:45][C:46](=[O:50])[C@H:47]([CH3:49])[NH2:48].CCN(CC)CC. The catalyst is C1COCC1. The product is [F:1][C:2]1[CH:7]=[CH:6][CH:5]=[C:4]([F:8])[C:3]=1[NH:9][C:10](=[O:27])[NH:11][C:12]1[CH:17]=[CH:16][C:15]([C:18]2[CH:22]=[C:21]([C:23]([NH:48][CH:47]([CH3:49])[C:46]([O:45][CH3:44])=[O:50])=[O:24])[O:20][N:19]=2)=[CH:14][C:13]=1[CH3:26]. The yield is 0.920. (2) The reactants are [N+:1]([C:4]1[C:14]([N:15]2[CH:19]=[CH:18][CH:17]=[CH:16]2)=[CH:13][CH:12]=[CH:11][C:5]=1[C:6]([O:8][CH2:9][CH3:10])=[O:7])([O-])=O. The catalyst is C(O)C. The product is [NH2:1][C:4]1[C:14]([N:15]2[CH:19]=[CH:18][CH:17]=[CH:16]2)=[CH:13][CH:12]=[CH:11][C:5]=1[C:6]([O:8][CH2:9][CH3:10])=[O:7]. The yield is 0.910.